This data is from Forward reaction prediction with 1.9M reactions from USPTO patents (1976-2016). The task is: Predict the product of the given reaction. (1) The product is: [CH2:13]([O:12][C:10](=[O:11])[CH2:9][C:2]1([CH3:1])[CH2:7][CH2:6][CH:5]([NH:17][NH:16][C:15]([O:19][C:20]([CH3:23])([CH3:22])[CH3:21])=[O:18])[CH2:4][CH2:3]1)[CH3:14]. Given the reactants [CH3:1][C:2]1([CH2:9][C:10]([O:12][CH2:13][CH3:14])=[O:11])[CH2:7][CH2:6][C:5](=O)[CH2:4][CH2:3]1.[C:15]([O:19][C:20]([CH3:23])([CH3:22])[CH3:21])(=[O:18])[NH:16][NH2:17].[BH-](OC(C)=O)(OC(C)=O)OC(C)=O.[Na+].C([O-])(O)=O.[Na+], predict the reaction product. (2) Given the reactants Br[C:2]1[CH:3]=[C:4]([C:8]2[C:14]3[CH:15]=[C:16]([O:21][CH3:22])[C:17]([O:19][CH3:20])=[CH:18][C:13]=3[N:12]([CH3:23])[C:11](=[O:24])[CH2:10][N:9]=2)[CH:5]=[CH:6][CH:7]=1.ClC1C=C(B(O)O)C=CC=1.[C:35]([C:37]1[CH:42]=[CH:41][C:40](B(O)O)=[CH:39][CH:38]=1)#[N:36], predict the reaction product. The product is: [CH3:22][O:21][C:16]1[C:17]([O:19][CH3:20])=[CH:18][C:13]2[N:12]([CH3:23])[C:11](=[O:24])[CH2:10][N:9]=[C:8]([C:4]3[CH:3]=[C:2]([C:40]4[CH:41]=[CH:42][C:37]([C:35]#[N:36])=[CH:38][CH:39]=4)[CH:7]=[CH:6][CH:5]=3)[C:14]=2[CH:15]=1. (3) Given the reactants C(NC(CC1C=CC(N(C(=O)C(OC(C)(C)C)=O)C2C=CC=CC=2C(OC(C2C=CC=CC=2)C2C=CC=CC=2)=O)=C(CC)C=1)C(NCCCCC(N[C@@H](CC1C=CC(OC(C)(C)C)=CC=1)C(O)=O)=O)=O)(=O)C.C([O:86][C:87]([C:89]1[CH:94]=[CH:93][CH:92]=[CH:91][C:90]=1[N:95]([C:132](=[O:140])[C:133]([O:135]C(C)(C)C)=[O:134])[C:96]1[C:105]2[C:100](=[CH:101][CH:102]=[CH:103][CH:104]=2)[C:99]([CH2:106][C@@H:107]([C:113]([NH:115][CH2:116][CH2:117][CH2:118][CH2:119][C:120]([NH:122][C@H:123]([C:128]([O:130]C)=[O:129])[CH2:124][CH2:125][S:126][CH3:127])=[O:121])=[O:114])[NH:108][C:109]([O:111][CH3:112])=[O:110])=[CH:98][CH:97]=1)=[O:88])(C1C=CC=CC=1)C1C=CC=CC=1, predict the reaction product. The product is: [C:133]([C:132]([N:95]([C:90]1[CH:91]=[CH:92][CH:93]=[CH:94][C:89]=1[C:87]([OH:88])=[O:86])[C:96]1[C:105]2[C:100](=[CH:101][CH:102]=[CH:103][CH:104]=2)[C:99]([CH2:106][C@@H:107]([C:113]([NH:115][CH2:116][CH2:117][CH2:118][CH2:119][C:120]([NH:122][C@H:123]([C:128]([OH:130])=[O:129])[CH2:124][CH2:125][S:126][CH3:127])=[O:121])=[O:114])[NH:108][C:109]([O:111][CH3:112])=[O:110])=[CH:98][CH:97]=1)=[O:140])([OH:135])=[O:134]. (4) The product is: [CH3:1][O:2][C:3]1[CH:15]=[CH:14][C:6]([NH:7][CH3:8])=[C:5]([CH:4]=1)[C:10]([NH2:16])=[O:9]. Given the reactants [CH3:1][O:2][C:3]1[CH:15]=[CH:14][C:6]2[N:7](C)[C:8](=O)[O:9][C:10](=O)[C:5]=2[CH:4]=1.[NH3:16], predict the reaction product.